Dataset: Forward reaction prediction with 1.9M reactions from USPTO patents (1976-2016). Task: Predict the product of the given reaction. The product is: [Cl-:1].[Cl:1][C:2]1[CH:3]=[CH:4][C:5]([C:6]([N:41]([C@@H:42]([CH:49]([CH3:51])[CH3:50])[CH2:43][NH+:44]2[CH2:48][CH2:47][CH2:46][CH2:45]2)[CH3:40])=[O:8])=[CH:9][CH:10]=1. Given the reactants [Cl:1][C:2]1[CH:10]=[CH:9][C:5]([C:6]([OH:8])=O)=[CH:4][CH:3]=1.CN(C(ON1N=NC2C=CC=CC1=2)=[N+](C)C)C.[B-](F)(F)(F)F.CN1CCOCC1.[CH3:40][NH:41][C@@H:42]([CH:49]([CH3:51])[CH3:50])[CH2:43][N:44]1[CH2:48][CH2:47][CH2:46][CH2:45]1.Cl, predict the reaction product.